Predict the reactants needed to synthesize the given product. From a dataset of Full USPTO retrosynthesis dataset with 1.9M reactions from patents (1976-2016). (1) Given the product [C:1]([C:5]1[CH:10]=[CH:9][C:8]([NH:11][C:12]2[C:13]3[CH2:28][CH2:27][NH:26][CH2:25][C:14]=3[N:15]=[C:16]([CH2:18][N:19]3[CH2:20][CH2:21][O:22][CH2:23][CH2:24]3)[N:17]=2)=[CH:7][CH:6]=1)([CH3:4])([CH3:2])[CH3:3], predict the reactants needed to synthesize it. The reactants are: [C:1]([C:5]1[CH:10]=[CH:9][C:8]([NH:11][C:12]2[C:13]3[CH2:28][CH2:27][N:26](CC4C=CC=CC=4)[CH2:25][C:14]=3[N:15]=[C:16]([CH2:18][N:19]3[CH2:24][CH2:23][O:22][CH2:21][CH2:20]3)[N:17]=2)=[CH:7][CH:6]=1)([CH3:4])([CH3:3])[CH3:2].[H][H]. (2) Given the product [F:18][C:15]1[CH:14]=[CH:13][CH:12]=[C:11]2[C:16]=1[CH:17]=[C:9]([C:4]1[N:3]=[C:2]([C:36]3[C:37]([N:39]([CH3:44])[S:40]([CH3:43])(=[O:42])=[O:41])=[CH:38][C:28]4[O:27][C:26]([C:23]5[CH:24]=[CH:25][C:20]([F:19])=[CH:21][CH:22]=5)=[C:30]([C:31]([NH:33][CH3:34])=[O:32])[C:29]=4[CH:35]=3)[CH:7]=[N:6][C:5]=1[OH:8])[NH:10]2, predict the reactants needed to synthesize it. The reactants are: Br[C:2]1[N:3]=[C:4]([C:9]2[NH:10][C:11]3[C:16]([CH:17]=2)=[C:15]([F:18])[CH:14]=[CH:13][CH:12]=3)[C:5]([OH:8])=[N:6][CH:7]=1.[F:19][C:20]1[CH:25]=[CH:24][C:23]([C:26]2[O:27][C:28]3[CH:38]=[C:37]([N:39]([CH3:44])[S:40]([CH3:43])(=[O:42])=[O:41])[C:36](B4OC(C)(C)C(C)(C)O4)=[CH:35][C:29]=3[C:30]=2[C:31]([NH:33][CH3:34])=[O:32])=[CH:22][CH:21]=1. (3) The reactants are: Cl[C:2]([C:14]1[CH:19]=[CH:18][C:17]([Br:20])=[CH:16][CH:15]=1)=[N:3][N:4]=[C:5](Cl)[C:6]1[CH:11]=[CH:10][C:9]([Br:12])=[CH:8][CH:7]=1.[Br:21][C:22]1[CH:28]=[CH:27][C:25]([NH2:26])=[CH:24][CH:23]=1.CN(C)C1C=CC=CC=1. Given the product [Br:20][C:17]1[CH:18]=[CH:19][C:14]([C:2]2[N:26]([C:25]3[CH:27]=[CH:28][C:22]([Br:21])=[CH:23][CH:24]=3)[C:5]([C:6]3[CH:11]=[CH:10][C:9]([Br:12])=[CH:8][CH:7]=3)=[N:4][N:3]=2)=[CH:15][CH:16]=1, predict the reactants needed to synthesize it. (4) Given the product [CH2:1]([O:3][C:4](=[O:18])[C:5]1[C:10]([N+:11]([O-:13])=[O:12])=[CH:9][CH:8]=[C:7]([CH:14]=[CH:21][N:24]([CH3:26])[CH3:25])[C:6]=1[N+:15]([O-:17])=[O:16])[CH3:2], predict the reactants needed to synthesize it. The reactants are: [CH2:1]([O:3][C:4](=[O:18])[C:5]1[C:10]([N+:11]([O-:13])=[O:12])=[CH:9][CH:8]=[C:7]([CH3:14])[C:6]=1[N+:15]([O-:17])=[O:16])[CH3:2].CO[CH:21]([N:24]([CH3:26])[CH3:25])OC. (5) Given the product [CH2:31]([O:33][C:10]1[CH:5]=[CH:4][CH:3]=[CH:2][C:1]=1[N:11]1[CH2:16][CH2:15][N:14]([CH2:17][CH2:18][CH2:19][CH2:20][O:21][C:22]2[CH:30]=[C:29]3[C:25]([CH:26]=[N:27][NH:28]3)=[CH:24][CH:23]=2)[CH2:13][CH2:12]1)[CH3:32], predict the reactants needed to synthesize it. The reactants are: [C:1]1([N:11]2[CH2:16][CH2:15][N:14]([CH2:17][CH2:18][CH2:19][CH2:20][O:21][C:22]3[CH:30]=[C:29]4[C:25]([CH:26]=[N:27][NH:28]4)=[CH:24][CH:23]=3)[CH2:13][CH2:12]2)[C:10]2[C:5](=CC=CC=2)[CH:4]=[CH:3][CH:2]=1.[CH2:31]([O:33]C1C=CC=CC=1N1CCNCC1)[CH3:32].